This data is from NCI-60 drug combinations with 297,098 pairs across 59 cell lines. The task is: Regression. Given two drug SMILES strings and cell line genomic features, predict the synergy score measuring deviation from expected non-interaction effect. (1) Drug 1: C1=NC2=C(N=C(N=C2N1C3C(C(C(O3)CO)O)O)F)N. Drug 2: N.N.Cl[Pt+2]Cl. Cell line: HCT116. Synergy scores: CSS=49.8, Synergy_ZIP=4.18, Synergy_Bliss=4.00, Synergy_Loewe=-3.99, Synergy_HSA=8.08. (2) Drug 1: CC1=C(C=C(C=C1)NC(=O)C2=CC=C(C=C2)CN3CCN(CC3)C)NC4=NC=CC(=N4)C5=CN=CC=C5. Drug 2: C1C(C(OC1N2C=NC3=C2NC=NCC3O)CO)O. Cell line: RPMI-8226. Synergy scores: CSS=7.51, Synergy_ZIP=-0.876, Synergy_Bliss=7.10, Synergy_Loewe=3.21, Synergy_HSA=3.16. (3) Drug 1: C1=C(C(=O)NC(=O)N1)F. Drug 2: CC1C(C(CC(O1)OC2CC(OC(C2O)C)OC3=CC4=CC5=C(C(=O)C(C(C5)C(C(=O)C(C(C)O)O)OC)OC6CC(C(C(O6)C)O)OC7CC(C(C(O7)C)O)OC8CC(C(C(O8)C)O)(C)O)C(=C4C(=C3C)O)O)O)O. Cell line: RPMI-8226. Synergy scores: CSS=73.6, Synergy_ZIP=-7.18, Synergy_Bliss=-16.8, Synergy_Loewe=-17.8, Synergy_HSA=-17.7.